From a dataset of Peptide-MHC class II binding affinity with 134,281 pairs from IEDB. Regression. Given a peptide amino acid sequence and an MHC pseudo amino acid sequence, predict their binding affinity value. This is MHC class II binding data. (1) The peptide sequence is GELQIADKIDAAFKI. The MHC is DRB1_0404 with pseudo-sequence DRB1_0404. The binding affinity (normalized) is 0.604. (2) The peptide sequence is MGDDGVLACAIATHA. The MHC is HLA-DPA10201-DPB10501 with pseudo-sequence HLA-DPA10201-DPB10501. The binding affinity (normalized) is 0.136. (3) The peptide sequence is FSLECIMDVGEIQNK. The MHC is H-2-IAb with pseudo-sequence H-2-IAb. The binding affinity (normalized) is 0.